From a dataset of Forward reaction prediction with 1.9M reactions from USPTO patents (1976-2016). Predict the product of the given reaction. (1) Given the reactants C([O:5][C:6](=[O:54])[C:7]([O:10]/[N:11]=[C:12](/[C:41]1[N:42]=[C:43]([NH:46]C(OC(C)(C)C)=O)[S:44][CH:45]=1)\[C:13]([NH:15][C@@H:16]1[C:19](=[O:20])[N:18]([S:21]([OH:24])(=[O:23])=[O:22])[C@@H:17]1[CH2:25][N:26]1[CH2:30][C@@H:29]([CH2:31][NH:32]C(OC(C)(C)C)=O)[O:28][C:27]1=[O:40])=[O:14])([CH3:9])[CH3:8])(C)(C)C.C(O)(C(F)(F)F)=O, predict the reaction product. The product is: [NH2:32][CH2:31][C@H:29]1[O:28][C:27](=[O:40])[N:26]([CH2:25][C@@H:17]2[C@H:16]([NH:15][C:13](=[O:14])/[C:12](=[N:11]\[O:10][C:7]([CH3:8])([CH3:9])[C:6]([OH:54])=[O:5])/[C:41]3[N:42]=[C:43]([NH2:46])[S:44][CH:45]=3)[C:19](=[O:20])[N:18]2[S:21]([OH:24])(=[O:22])=[O:23])[CH2:30]1. (2) Given the reactants [C:1]([O:5][C:6]([N:8]1[CH2:13][CH2:12][CH2:11][CH2:10][CH:9]1/[CH:14]=[CH:15]/[C:16]([O:18]CC)=[O:17])=[O:7])([CH3:4])([CH3:3])[CH3:2].[OH-].[Na+], predict the reaction product. The product is: [C:1]([O:5][C:6]([N:8]1[CH2:13][CH2:12][CH2:11][CH2:10][CH:9]1/[CH:14]=[CH:15]/[C:16]([OH:18])=[O:17])=[O:7])([CH3:4])([CH3:2])[CH3:3]. (3) Given the reactants [Br:1][C:2]1[CH:3]=[CH:4][C:5]([C:8](Cl)=[O:9])=[N:6][CH:7]=1.[Cl:11][C:12]1[CH:18]=[CH:17][C:15]([NH2:16])=[CH:14][CH:13]=1.N1C=CC=CC=1.Cl, predict the reaction product. The product is: [Cl:11][C:12]1[CH:18]=[CH:17][C:15]([NH:16][C:8]([C:5]2[CH:4]=[CH:3][C:2]([Br:1])=[CH:7][N:6]=2)=[O:9])=[CH:14][CH:13]=1.